This data is from Peptide-MHC class II binding affinity with 134,281 pairs from IEDB. The task is: Regression. Given a peptide amino acid sequence and an MHC pseudo amino acid sequence, predict their binding affinity value. This is MHC class II binding data. (1) The peptide sequence is GELQIVDHIDAAFKI. The MHC is DRB1_0101 with pseudo-sequence DRB1_0101. The binding affinity (normalized) is 0.690. (2) The peptide sequence is SGGFSTTVSTEQNVP. The MHC is DRB3_0202 with pseudo-sequence DRB3_0202. The binding affinity (normalized) is 0.0762. (3) The peptide sequence is SQDLELSWNLNGQQAY. The MHC is HLA-DQA10101-DQB10501 with pseudo-sequence HLA-DQA10101-DQB10501. The binding affinity (normalized) is 0.636.